Dataset: NCI-60 drug combinations with 297,098 pairs across 59 cell lines. Task: Regression. Given two drug SMILES strings and cell line genomic features, predict the synergy score measuring deviation from expected non-interaction effect. Drug 1: C1=C(C(=O)NC(=O)N1)F. Drug 2: CC1=C2C(C(=O)C3(C(CC4C(C3C(C(C2(C)C)(CC1OC(=O)C(C(C5=CC=CC=C5)NC(=O)OC(C)(C)C)O)O)OC(=O)C6=CC=CC=C6)(CO4)OC(=O)C)O)C)O. Cell line: NCI/ADR-RES. Synergy scores: CSS=24.1, Synergy_ZIP=-6.99, Synergy_Bliss=-7.95, Synergy_Loewe=-8.62, Synergy_HSA=-8.75.